This data is from Forward reaction prediction with 1.9M reactions from USPTO patents (1976-2016). The task is: Predict the product of the given reaction. (1) Given the reactants Br[C:2]1[CH:3]=[N:4][CH:5]=[C:6]([O:8][CH2:9][C@@H:10]2[CH2:14][CH2:13][CH2:12][N:11]2[C:15]([O:17][C:18]([CH3:21])([CH3:20])[CH3:19])=[O:16])[CH:7]=1.[CH2:22]([O:29][CH2:30][CH2:31][CH:32]1[CH2:37][CH2:36][NH:35][CH2:34][CH2:33]1)[C:23]1[CH:28]=[CH:27][CH:26]=[CH:25][CH:24]=1.CC(C)([O-])C.[Na+].C1(P(C2C=CC=CC=2)C2C3OC4C(=CC=CC=4P(C4C=CC=CC=4)C4C=CC=CC=4)C(C)(C)C=3C=CC=2)C=CC=CC=1, predict the reaction product. The product is: [CH2:22]([O:29][CH2:30][CH2:31][CH:32]1[CH2:37][CH2:36][N:35]([C:2]2[CH:3]=[N:4][CH:5]=[C:6]([O:8][CH2:9][C@@H:10]3[CH2:14][CH2:13][CH2:12][N:11]3[C:15]([O:17][C:18]([CH3:21])([CH3:20])[CH3:19])=[O:16])[CH:7]=2)[CH2:34][CH2:33]1)[C:23]1[CH:28]=[CH:27][CH:26]=[CH:25][CH:24]=1. (2) The product is: [OH:10][C:4]1[C:3]([CH2:17][N:18]([CH3:11])[CH3:19])=[C:2]([F:1])[C:7]([F:8])=[C:6]([F:9])[CH:5]=1. Given the reactants [F:1][C:2]1[CH:3]=[C:4]([OH:10])[CH:5]=[C:6]([F:9])[C:7]=1[F:8].[CH2:11]=O.O.ClCCl.[CH3:17][NH:18][CH3:19], predict the reaction product. (3) Given the reactants F[C:2]1[CH:3]=[C:4]([CH:16]=[CH:17][CH:18]=1)[CH2:5][O:6][C:7]1[CH:12]=[CH:11][C:10]([N+:13]([O-:15])=[O:14])=[CH:9][CH:8]=1.FC1C=CC([N+]([O-])=O)=CC=1.[F:29][C:30]([F:40])([F:39])C1C=CC(CO)=CC=1, predict the reaction product. The product is: [F:29][C:30]([F:40])([F:39])[C:18]1[CH:17]=[CH:16][C:4]([CH2:5][O:6][C:7]2[CH:12]=[CH:11][C:10]([N+:13]([O-:15])=[O:14])=[CH:9][CH:8]=2)=[CH:3][CH:2]=1. (4) Given the reactants [CH2:1]([S:3]([C:6]1[CH:7]=[C:8]([C:12]2[CH:20]=[CH:19][C:18]([OH:21])=[C:17]3[C:13]=2[C:14]2[CH:25]=[C:24]([CH3:26])[CH:23]=[N:22][C:15]=2[NH:16]3)[CH:9]=[CH:10][CH:11]=1)(=[O:5])=[O:4])[CH3:2].C(S(C1C=C(C2C=C[C:44]([O:47][CH2:48]CCN(C)C)=[C:43]3C=2C2C=C(C)C=NC=2N3)C=CC=1)(=O)=O)C, predict the reaction product. The product is: [CH2:1]([S:3]([C:6]1[CH:7]=[C:8]([C:12]2[CH:20]=[CH:19][C:18]([O:21][CH2:43][CH2:44][O:47][CH3:48])=[C:17]3[C:13]=2[C:14]2[CH:25]=[C:24]([CH3:26])[CH:23]=[N:22][C:15]=2[NH:16]3)[CH:9]=[CH:10][CH:11]=1)(=[O:5])=[O:4])[CH3:2]. (5) Given the reactants [N:1]1[CH:6]=[C:5]([C:7](O)=[O:8])[CH:4]=[C:3]([C:10](O)=[O:11])[CH:2]=1, predict the reaction product. The product is: [OH:8][CH2:7][CH:5]1[CH2:6][NH:1][CH2:2][CH:3]([CH2:10][OH:11])[CH2:4]1. (6) Given the reactants [C:1]([CH2:3][C:4]1([N:11]2[CH:15]=[C:14]([C:16]([NH2:18])=[O:17])[C:13]([NH:19][C:20]3[CH:25]=[CH:24][C:23]([F:26])=[CH:22][CH:21]=3)=[N:12]2)[CH2:9][CH2:8][C:7](=[O:10])[CH2:6][CH2:5]1)#[N:2].CO.[BH4-].[Na+], predict the reaction product. The product is: [C:1]([CH2:3][C:4]1([N:11]2[CH:15]=[C:14]([C:16]([NH2:18])=[O:17])[C:13]([NH:19][C:20]3[CH:21]=[CH:22][C:23]([F:26])=[CH:24][CH:25]=3)=[N:12]2)[CH2:9][CH2:8][CH:7]([OH:10])[CH2:6][CH2:5]1)#[N:2]. (7) Given the reactants [OH:1][C:2]1[C:10]([C:11](=[O:24])/[CH:12]=[CH:13]/[C:14]2[CH:19]=[CH:18][CH:17]=[C:16]([C:20]([F:23])([F:22])[F:21])[CH:15]=2)=[CH:9][CH:8]=[CH:7][C:3]=1[C:4]([OH:6])=[O:5].CS(C)=O, predict the reaction product. The product is: [O:24]=[C:11]1[C:10]2[C:2](=[C:3]([C:4]([OH:6])=[O:5])[CH:7]=[CH:8][CH:9]=2)[O:1][C:13]([C:14]2[CH:19]=[CH:18][CH:17]=[C:16]([C:20]([F:21])([F:22])[F:23])[CH:15]=2)=[CH:12]1.